Dataset: Reaction yield outcomes from USPTO patents with 853,638 reactions. Task: Predict the reaction yield, written as a fraction of the theoretical maximum amount of product (1.0 means a 100% yield; for example, 0.34 means a 34% yield). (1) The reactants are [CH3:1][C:2]1[C:11]2[C:6](=[CH:7][CH:8]=[CH:9][CH:10]=2)[C:5]([C:12]([O:14][CH3:15])=[O:13])=[CH:4][CH:3]=1.BrN1C(=O)CCC1=O.[C:24]([O-:27])(=[O:26])[CH3:25].[Na+]. The catalyst is C(Cl)(Cl)Cl.N(C(C)(C)C#N)=NC(C)(C)C#N. The product is [C:24]([O:27][CH2:1][C:2]1[C:11]2[C:6](=[CH:7][CH:8]=[CH:9][CH:10]=2)[C:5]([C:12]([O:14][CH3:15])=[O:13])=[CH:4][CH:3]=1)(=[O:26])[CH3:25]. The yield is 0.740. (2) The reactants are Cl.[Cl:2][C:3]1[CH:4]=[C:5]([N:10]2[C:15](=[O:16])[CH:14]=[C:13]([O:17][CH:18]3[CH2:23][CH2:22][NH:21][CH2:20][CH2:19]3)[C:12]([C:24]([OH:26])=[O:25])=[N:11]2)[CH:6]=[CH:7][C:8]=1[Cl:9].CCN(C(C)C)C(C)C.Cl[C:37]1[N:42]=[CH:41][C:40]([CH2:43][CH2:44][CH3:45])=[CH:39][N:38]=1.CCOC(C)=O. The catalyst is CN1C(=O)CCC1. The product is [Cl:2][C:3]1[CH:4]=[C:5]([N:10]2[C:15](=[O:16])[CH:14]=[C:13]([O:17][CH:18]3[CH2:19][CH2:20][N:21]([C:37]4[N:42]=[CH:41][C:40]([CH2:43][CH2:44][CH3:45])=[CH:39][N:38]=4)[CH2:22][CH2:23]3)[C:12]([C:24]([OH:26])=[O:25])=[N:11]2)[CH:6]=[CH:7][C:8]=1[Cl:9]. The yield is 0.520. (3) The reactants are [Cl:1][C:2]1[CH:7]=[CH:6][C:5]([NH:8][C:9]2[C:10]([C:19]([NH:21][NH2:22])=[O:20])=[CH:11][C:12]3[NH:16][CH:15]=[N:14][C:13]=3[C:17]=2[F:18])=[C:4]([CH3:23])[CH:3]=1.[C:24](Cl)(Cl)=[O:25]. The catalyst is C1(C)C=CC=CC=1. The product is [Cl:1][C:2]1[CH:7]=[CH:6][C:5]([NH:8][C:9]2[C:10]([C:19]3[O:20][C:24]([OH:25])=[N:22][N:21]=3)=[CH:11][C:12]3[NH:16][CH:15]=[N:14][C:13]=3[C:17]=2[F:18])=[C:4]([CH3:23])[CH:3]=1. The yield is 0.990.